The task is: Predict the reaction yield, written as a fraction of the theoretical maximum amount of product (1.0 means a 100% yield; for example, 0.34 means a 34% yield).. This data is from Reaction yield outcomes from USPTO patents with 853,638 reactions. (1) The reactants are CO[C:3](=[O:24])[C:4]1[CH:9]=[CH:8][C:7]([O:10][CH2:11][C:12]2[C:13]([C:17]3[CH:22]=[CH:21][C:20]([F:23])=[CH:19][CH:18]=3)=[N:14][O:15][CH:16]=2)=[N:6][CH:5]=1.[NH2:25][CH:26]([CH2:29][OH:30])[CH2:27][OH:28]. No catalyst specified. The product is [F:23][C:20]1[CH:19]=[CH:18][C:17]([C:13]2[C:12]([CH2:11][O:10][C:7]3[CH:8]=[CH:9][C:4]([C:3]([NH:25][CH:26]([CH2:29][OH:30])[CH2:27][OH:28])=[O:24])=[CH:5][N:6]=3)=[CH:16][O:15][N:14]=2)=[CH:22][CH:21]=1. The yield is 0.490. (2) The reactants are [CH3:1][C:2]1[N:7]=[CH:6][C:5]2[CH:8]=[N:9][NH:10][C:4]=2[CH:3]=1.[I:11]I.[OH-].[K+]. The catalyst is CN(C=O)C. The product is [I:11][C:8]1[C:5]2[CH:6]=[N:7][C:2]([CH3:1])=[CH:3][C:4]=2[NH:10][N:9]=1. The yield is 0.690.